From a dataset of Merck oncology drug combination screen with 23,052 pairs across 39 cell lines. Regression. Given two drug SMILES strings and cell line genomic features, predict the synergy score measuring deviation from expected non-interaction effect. (1) Cell line: HT144. Drug 2: CCc1c2c(nc3ccc(O)cc13)-c1cc3c(c(=O)n1C2)COC(=O)C3(O)CC. Synergy scores: synergy=15.6. Drug 1: NC(=O)c1cccc2cn(-c3ccc(C4CCCNC4)cc3)nc12. (2) Drug 2: Cn1cc(-c2cnn3c(N)c(Br)c(C4CCCNC4)nc23)cn1. Synergy scores: synergy=33.5. Drug 1: COC12C(COC(N)=O)C3=C(C(=O)C(C)=C(N)C3=O)N1CC1NC12. Cell line: MDAMB436. (3) Drug 1: CC(=O)OC1C(=O)C2(C)C(O)CC3OCC3(OC(C)=O)C2C(OC(=O)c2ccccc2)C2(O)CC(OC(=O)C(O)C(NC(=O)c3ccccc3)c3ccccc3)C(C)=C1C2(C)C. Drug 2: Cn1nnc2c(C(N)=O)ncn2c1=O. Cell line: A2058. Synergy scores: synergy=-12.6. (4) Drug 1: CN1C(=O)C=CC2(C)C3CCC4(C)C(NC(=O)OCC(F)(F)F)CCC4C3CCC12. Drug 2: Cn1cc(-c2cnn3c(N)c(Br)c(C4CCCNC4)nc23)cn1. Cell line: OVCAR3. Synergy scores: synergy=-0.00872.